This data is from Full USPTO retrosynthesis dataset with 1.9M reactions from patents (1976-2016). The task is: Predict the reactants needed to synthesize the given product. (1) Given the product [F:31][C:32]1[CH:39]=[CH:38][C:35]([CH2:36][NH:37][C:26]([N:17]2[CH2:16][CH2:15][C:12]3([C:11](=[O:20])[N:10]([C:7]4[CH:8]=[CH:9][C:4]([O:3][C:2]([F:1])([F:21])[F:22])=[CH:5][CH:6]=4)[CH2:14][CH2:13]3)[CH2:19][CH2:18]2)=[O:25])=[CH:34][CH:33]=1, predict the reactants needed to synthesize it. The reactants are: [F:1][C:2]([F:22])([F:21])[O:3][C:4]1[CH:9]=[CH:8][C:7]([N:10]2[CH2:14][CH2:13][C:12]3([CH2:19][CH2:18][NH:17][CH2:16][CH2:15]3)[C:11]2=[O:20])=[CH:6][CH:5]=1.O=C(Cl)[O:25][C:26](Cl)(Cl)Cl.[F:31][C:32]1[CH:39]=[CH:38][C:35]([CH2:36][NH2:37])=[CH:34][CH:33]=1. (2) Given the product [NH2:1][C:2]1[C:3]([C:21]([O:23][CH:24]([CH3:26])[CH3:25])=[O:22])=[N:4][C:5]([C:14]2[CH:19]=[CH:18][C:17](=[O:20])[NH:16][CH:15]=2)=[C:6]([C:8]2[CH:9]=[CH:10][CH:11]=[CH:12][CH:13]=2)[N:7]=1, predict the reactants needed to synthesize it. The reactants are: [NH2:1][C:2]1[C:3]([C:21]([OH:23])=[O:22])=[N:4][C:5]([C:14]2[CH:19]=[CH:18][C:17](=[O:20])[NH:16][CH:15]=2)=[C:6]([C:8]2[CH:13]=[CH:12][CH:11]=[CH:10][CH:9]=2)[N:7]=1.[CH:24](I)([CH3:26])[CH3:25].CC([O-])(C)C.[K+].CCOC(C)=O. (3) The reactants are: Br[C:2]1[CH:3]=[C:4]2[C:8](=[CH:9][CH:10]=1)[C:7](=[O:11])[C:6]1([CH2:13][CH2:12]1)[CH2:5]2.C1(P(C2C=CC=CC=2)CCCP(C2C=CC=CC=2)C2C=CC=CC=2)C=CC=CC=1.C(N(CC)CC)C.CN(C=O)C.[C:55]([O:58][CH2:59]C)(=[O:57])C. Given the product [O:11]=[C:7]1[C:8]2[C:4](=[CH:3][C:2]([C:55]([O:58][CH3:59])=[O:57])=[CH:10][CH:9]=2)[CH2:5][C:6]21[CH2:13][CH2:12]2, predict the reactants needed to synthesize it. (4) Given the product [CH:1]1([C:7]2[C:8]3[S:20][C:19]([C:21]([O:23][CH3:24])=[O:22])=[CH:18][C:9]=3[N:10]([CH2:27][O:28][CH3:29])[C:11]=2[C:12]2[CH:13]=[CH:14][CH:15]=[CH:16][CH:17]=2)[CH2:2][CH2:3][CH2:4][CH2:5][CH2:6]1, predict the reactants needed to synthesize it. The reactants are: [CH:1]1([C:7]2[C:8]3[S:20][C:19]([C:21]([O:23][CH3:24])=[O:22])=[CH:18][C:9]=3[NH:10][C:11]=2[C:12]2[CH:17]=[CH:16][CH:15]=[CH:14][CH:13]=2)[CH2:6][CH2:5][CH2:4][CH2:3][CH2:2]1.[H-].[Na+].[CH3:27][O:28][CH2:29]Cl. (5) Given the product [CH2:1]([N:3]1[C:7](/[N:8]=[C:9](\[Cl:35])/[C:10]([F:13])([F:12])[F:11])=[CH:6][CH:5]=[N:4]1)[CH3:2], predict the reactants needed to synthesize it. The reactants are: [CH2:1]([N:3]1[C:7]([NH:8][C:9](=O)[C:10]([F:13])([F:12])[F:11])=[CH:6][CH:5]=[N:4]1)[CH3:2].C1(P(C2C=CC=CC=2)C2C=CC=CC=2)C=CC=CC=1.C(Cl)(Cl)(Cl)[Cl:35]. (6) Given the product [OH:14][C:15]1[C:10]2[C:8](=[CH:7][CH:6]=[C:5]([O:4][CH:1]([CH3:3])[CH3:2])[CH:11]=2)[N:9]=[CH:22][C:16]=1[C:17]([O:19][CH2:20][CH3:21])=[O:18], predict the reactants needed to synthesize it. The reactants are: [CH:1]([O:4][C:5]1[CH:11]=[CH:10][C:8]([NH2:9])=[CH:7][CH:6]=1)([CH3:3])[CH3:2].C([O:14][CH:15]=[C:16]([C:22](OCC)=O)[C:17]([O:19][CH2:20][CH3:21])=[O:18])C. (7) Given the product [N:32]1([NH:38][C:3]([C:4]2[CH:10]=[C:11]([C:13]3[CH:18]=[C:17]([F:19])[CH:16]=[CH:15][C:14]=3[O:20][CH3:21])[N:27]([CH2:26][CH2:25][C:24]3[CH:28]=[CH:29][CH:30]=[CH:31][C:23]=3[F:22])[C:5]=2[CH3:6])=[O:2])[CH2:37][CH2:36][CH2:35][CH2:34][CH2:33]1, predict the reactants needed to synthesize it. The reactants are: C[O:2][C:3](=O)[CH2:4][C:5](=O)[CH3:6].Br[CH2:10][C:11]([C:13]1[CH:18]=[C:17]([F:19])[CH:16]=[CH:15][C:14]=1[O:20][CH3:21])=O.[F:22][C:23]1[CH:31]=[CH:30][CH:29]=[CH:28][C:24]=1[CH2:25][CH2:26][NH2:27].[N:32]1([NH2:38])[CH2:37][CH2:36][CH2:35][CH2:34][CH2:33]1. (8) Given the product [CH2:1]([O:3][C:4]([C:6]1([CH2:14][NH2:15])[C:8]2([CH2:13][CH2:12][CH2:11][CH2:10][CH2:9]2)[CH2:7]1)=[O:5])[CH3:2], predict the reactants needed to synthesize it. The reactants are: [CH2:1]([O:3][C:4]([C:6]1([C:14]#[N:15])[C:8]2([CH2:13][CH2:12][CH2:11][CH2:10][CH2:9]2)[CH2:7]1)=[O:5])[CH3:2].C(N(CC)CC)C.